Task: Predict which catalyst facilitates the given reaction.. Dataset: Catalyst prediction with 721,799 reactions and 888 catalyst types from USPTO (1) Reactant: [B:10]1([B:10]2[O:14][C:13]([CH3:16])([CH3:15])[C:12]([CH3:18])([CH3:17])[O:11]2)[O:14][C:13]([CH3:16])([CH3:15])[C:12]([CH3:18])([CH3:17])[O:11]1.Br[C:20]1[CH:21]=[N:22][N:23]([CH:25]2[CH2:30][CH2:29][CH2:28][CH2:27][O:26]2)[CH:24]=1.C([O-])(=O)C.[K+]. Product: [O:26]1[CH2:27][CH2:28][CH2:29][CH2:30][CH:25]1[N:23]1[CH:24]=[C:20]([B:10]2[O:11][C:12]([CH3:17])([CH3:18])[C:13]([CH3:15])([CH3:16])[O:14]2)[CH:21]=[N:22]1. The catalyst class is: 368. (2) The catalyst class is: 7. Reactant: CON(C)[C:4]([C:6]1[C:7]([NH2:15])=[N:8][C:9]([S:12][CH2:13][CH3:14])=[N:10][CH:11]=1)=[O:5].[O:17]([C:19]1[CH:24]=[CH:23][C:22]([F:25])=[CH:21][C:20]=1[Li])[CH3:18]. Product: [NH2:15][C:7]1[C:6]([C:4]([C:24]2[CH:23]=[C:22]([F:25])[CH:21]=[CH:20][C:19]=2[O:17][CH3:18])=[O:5])=[CH:11][N:10]=[C:9]([S:12][CH2:13][CH3:14])[N:8]=1.